This data is from Forward reaction prediction with 1.9M reactions from USPTO patents (1976-2016). The task is: Predict the product of the given reaction. (1) Given the reactants [NH2:1][CH2:2][CH2:3][CH2:4][NH:5][C:6]([C@:8]12[CH2:43][CH2:42][C@@H:41]([C:44]([CH3:46])=[CH2:45])[C@@H:9]1[C@@H:10]1[C@@:23]([CH3:26])([CH2:24][CH2:25]2)[C@@:22]2([CH3:27])[C@@H:13]([C@:14]3([CH3:40])[C@@H:19]([CH2:20][CH2:21]2)[C:18]([CH3:29])([CH3:28])[C:17]([C:30]2[CH:39]=[CH:38][C:33]([C:34]([O:36][CH3:37])=[O:35])=[CH:32][CH:31]=2)=[CH:16][CH2:15]3)[CH2:12][CH2:11]1)=[O:7].Br[CH2:48][CH2:49][CH2:50][C:51]([O:53][CH3:54])=[O:52].C(=O)([O-])[O-].[K+].[K+], predict the reaction product. The product is: [CH3:54][O:53][C:51](=[O:52])[CH2:50][CH2:49][CH2:48][NH:1][CH2:2][CH2:3][CH2:4][NH:5][C:6]([C@:8]12[CH2:43][CH2:42][C@@H:41]([C:44]([CH3:46])=[CH2:45])[C@@H:9]1[C@@H:10]1[C@@:23]([CH3:26])([CH2:24][CH2:25]2)[C@@:22]2([CH3:27])[C@@H:13]([C@:14]3([CH3:40])[C@@H:19]([CH2:20][CH2:21]2)[C:18]([CH3:29])([CH3:28])[C:17]([C:30]2[CH:31]=[CH:32][C:33]([C:34]([O:36][CH3:37])=[O:35])=[CH:38][CH:39]=2)=[CH:16][CH2:15]3)[CH2:12][CH2:11]1)=[O:7]. (2) Given the reactants [Br:1][C:2]1[C:11]2[C:6](=[CH:7][CH:8]=[CH:9][CH:10]=2)[C:5]([C:12]2[CH:17]=[CH:16][C:15]([Cl:18])=[CH:14][CH:13]=2)=[C:4]([CH:19]([O:23][C:24]([CH3:27])([CH3:26])[CH3:25])[C:20]([OH:22])=[O:21])[C:3]=1[CH3:28].BrC1C2C(=CC=CC=2)C(C2C=CC(Cl)=CC=2)=C([C@H](O)C(OC)=O)C=1C, predict the reaction product. The product is: [Br:1][C:2]1[C:11]2[C:6](=[CH:7][CH:8]=[CH:9][CH:10]=2)[C:5]([C:12]2[CH:13]=[CH:14][C:15]([Cl:18])=[CH:16][CH:17]=2)=[C:4]([C@H:19]([O:23][C:24]([CH3:26])([CH3:25])[CH3:27])[C:20]([OH:22])=[O:21])[C:3]=1[CH3:28]. (3) Given the reactants [Cl:1][C:2]1[C:7]([CH2:8][O:9][CH2:10][CH2:11][NH:12]C(=O)OC(C)(C)C)=[CH:6][CH:5]=[C:4]([CH3:20])[N+:3]=1[O-:21], predict the reaction product. The product is: [ClH:1].[Cl:1][C:2]1[C:7]([CH2:8][O:9][CH2:10][CH2:11][NH2:12])=[CH:6][CH:5]=[C:4]([CH3:20])[N+:3]=1[O-:21]. (4) Given the reactants [OH:1][C:2]1[NH:6][N:5]=[C:4]([C:7]([OH:9])=O)[CH:3]=1.[CH3:10][NH:11][CH2:12][CH2:13][CH:14]1[CH2:19][CH2:18][N:17]([C:20]([O:22][CH2:23][C:24]2[CH:29]=[C:28]([Cl:30])[CH:27]=[C:26]([Cl:31])[CH:25]=2)=[O:21])[CH2:16][CH2:15]1, predict the reaction product. The product is: [OH:1][C:2]1[NH:6][N:5]=[C:4]([C:7]([N:11]([CH2:12][CH2:13][CH:14]2[CH2:15][CH2:16][N:17]([C:20]([O:22][CH2:23][C:24]3[CH:25]=[C:26]([Cl:31])[CH:27]=[C:28]([Cl:30])[CH:29]=3)=[O:21])[CH2:18][CH2:19]2)[CH3:10])=[O:9])[CH:3]=1. (5) Given the reactants [Br:1][C:2]1[CH:11]=[C:10]2[C:5]([C:6](OS(C(F)(F)F)(=O)=O)=[CH:7][C:8](=[O:12])[O:9]2)=[CH:4][CH:3]=1.C([Sn](CCCC)(CCCC)[C:26]([O:28][CH2:29][CH3:30])=[CH2:27])CCC.[Li+].[Cl-], predict the reaction product. The product is: [Br:1][C:2]1[CH:11]=[C:10]2[C:5]([C:6]([C:26]([O:28][CH2:29][CH3:30])=[CH2:27])=[CH:7][C:8](=[O:12])[O:9]2)=[CH:4][CH:3]=1. (6) Given the reactants Br[C:2]1[CH:3]=[N:4][CH:5]=[CH:6][C:7]=1[C:8]1[N:9]=[C:10]([NH:13][C:14]2[CH:19]=[CH:18][CH:17]=[C:16]([CH3:20])[CH:15]=2)[S:11][CH:12]=1.[CH2:21]([OH:24])[C:22]#[CH:23], predict the reaction product. The product is: [CH3:20][C:16]1[CH:15]=[C:14]([NH:13][C:10]2[S:11][CH:12]=[C:8]([C:7]3[CH:6]=[CH:5][N:4]=[CH:3][C:2]=3[C:23]#[C:22][CH2:21][OH:24])[N:9]=2)[CH:19]=[CH:18][CH:17]=1. (7) Given the reactants ClC1N=C(Cl)N=CN=1.CCN(C(C)C)C(C)C.ClC1NC2C=CC=CC=2N=1.[Cl:28][C:29]1[N:33]([C:34]2[N:39]=[C:38](Cl)[N:37]=[CH:36][N:35]=2)[C:32]2[CH:41]=[CH:42][CH:43]=[CH:44][C:31]=2[N:30]=1.[NH:45]1[C:49]([CH2:50][C:51]2[CH:52]=[C:53]([NH2:57])[CH:54]=[CH:55][CH:56]=2)=[N:48][N:47]=[N:46]1, predict the reaction product. The product is: [Cl:28][C:29]1[N:33]([C:34]2[N:35]=[CH:36][N:37]=[C:38]([NH:57][C:53]3[CH:54]=[CH:55][CH:56]=[C:51]([CH2:50][C:49]4[NH:48][N:47]=[N:46][N:45]=4)[CH:52]=3)[N:39]=2)[C:32]2[CH:41]=[CH:42][CH:43]=[CH:44][C:31]=2[N:30]=1. (8) Given the reactants [CH2:1]([C:4]1[CH:9]=[CH:8][N+:7]([O-])=[CH:6][CH:5]=1)[CH2:2][CH3:3].O=P(Cl)(Cl)[Cl:13], predict the reaction product. The product is: [Cl:13][C:8]1[CH:9]=[C:4]([CH2:1][CH2:2][CH3:3])[CH:5]=[CH:6][N:7]=1.